Dataset: Catalyst prediction with 721,799 reactions and 888 catalyst types from USPTO. Task: Predict which catalyst facilitates the given reaction. (1) Reactant: [NH2:1][CH2:2][CH2:3][CH2:4][CH2:5][CH2:6][CH2:7][O:8][CH2:9][CH2:10][CH2:11][CH2:12][C:13]1[CH:18]=[CH:17][C:16]([OH:19])=[C:15]([C@@H:20]([C:30]2[CH:35]=[CH:34][CH:33]=[CH:32][CH:31]=2)[CH2:21][CH2:22][N:23]([CH:27]([CH3:29])[CH3:28])[CH:24]([CH3:26])[CH3:25])[CH:14]=1.[CH2:36]([O:43][C:44]1[CH:49]=[CH:48][C:47]([C@@H:50]([O:53][Si:54]([C:57]([CH3:60])([CH3:59])[CH3:58])([CH3:56])[CH3:55])[CH2:51]Br)=[CH:46][C:45]=1[NH:61][S:62]([CH3:65])(=[O:64])=[O:63])[C:37]1[CH:42]=[CH:41][CH:40]=[CH:39][CH:38]=1.[I-].[K+].C(=O)([O-])O.[Na+]. Product: [NH3:1].[CH2:36]([O:43][C:44]1[CH:49]=[CH:48][C:47]([C@@H:50]([O:53][Si:54]([C:57]([CH3:58])([CH3:60])[CH3:59])([CH3:56])[CH3:55])[CH2:51][NH:1][CH2:2][CH2:3][CH2:4][CH2:5][CH2:6][CH2:7][O:8][CH2:9][CH2:10][CH2:11][CH2:12][C:13]2[CH:18]=[CH:17][C:16]([OH:19])=[C:15]([C@@H:20]([C:30]3[CH:35]=[CH:34][CH:33]=[CH:32][CH:31]=3)[CH2:21][CH2:22][N:23]([CH:27]([CH3:28])[CH3:29])[CH:24]([CH3:26])[CH3:25])[CH:14]=2)=[CH:46][C:45]=1[NH:61][S:62]([CH3:65])(=[O:63])=[O:64])[C:37]1[CH:42]=[CH:41][CH:40]=[CH:39][CH:38]=1. The catalyst class is: 397. (2) Reactant: O1CCC[CH2:2]1.[Br:6][C:7]1[C:12]([O:13][CH3:14])=[CH:11][C:10]([CH:15]([OH:17])[CH3:16])=[CH:9][C:8]=1[O:18][CH3:19].[H-].[Na+].IC. Product: [Br:6][C:7]1[C:12]([O:13][CH3:14])=[CH:11][C:10]([CH:15]([O:17][CH3:2])[CH3:16])=[CH:9][C:8]=1[O:18][CH3:19]. The catalyst class is: 6. (3) The catalyst class is: 119. Reactant: [CH3:1][CH2:2][CH:3]([NH2:6])[CH2:4][CH3:5].[CH:7]1([NH:10][C:11]([C:13]2[CH:14]=[C:15]([F:37])[C:16]([CH3:36])=[C:17]([C:19]3[CH:24]=[CH:23][C:22]([C:25](O)=[O:26])=[CH:21][C:20]=3[C:28]([NH:30][C:31]3[S:32][CH:33]=[CH:34][N:35]=3)=[O:29])[CH:18]=2)=[O:12])[CH2:9][CH2:8]1.Cl.CN(C)CCCN=C=NCC.CCOC(C)=O. Product: [CH:7]1([NH:10][C:11]([C:13]2[CH:18]=[C:17]([C:19]3[C:20]([C:28]([NH:30][C:31]4[S:32][CH:33]=[CH:34][N:35]=4)=[O:29])=[CH:21][C:22]([C:25]([NH:6][CH:3]([CH2:4][CH3:5])[CH2:2][CH3:1])=[O:26])=[CH:23][CH:24]=3)[C:16]([CH3:36])=[C:15]([F:37])[CH:14]=2)=[O:12])[CH2:9][CH2:8]1. (4) Reactant: [H-].[Na+].[CH:3]([C:6]1[CH:11]=[CH:10][C:9]([CH:12]2[C:16]3[C:17]([CH3:24])=[C:18]([OH:23])[C:19]([CH3:22])=[C:20]([CH3:21])[C:15]=3[O:14][C:13]2([CH3:26])[CH3:25])=[CH:8][CH:7]=1)([CH3:5])[CH3:4].[CH2:27](Br)[C:28]1[CH:33]=[CH:32][CH:31]=[CH:30][CH:29]=1.O. Product: [CH2:27]([O:23][C:18]1[C:19]([CH3:22])=[C:20]([CH3:21])[C:15]2[O:14][C:13]([CH3:26])([CH3:25])[CH:12]([C:9]3[CH:10]=[CH:11][C:6]([CH:3]([CH3:5])[CH3:4])=[CH:7][CH:8]=3)[C:16]=2[C:17]=1[CH3:24])[C:28]1[CH:33]=[CH:32][CH:31]=[CH:30][CH:29]=1. The catalyst class is: 9. (5) Reactant: Cl[C:2]1[N:11]=[C:10]2[C:5]([C:6](=[O:21])[CH:7]=[C:8]([CH3:20])[N:9]2[C:12]2[CH:17]=[CH:16][C:15]([F:18])=[CH:14][C:13]=2[F:19])=[CH:4][CH:3]=1.[CH3:22][C:23]1[C:27](B(O)O)=[C:26]([CH3:31])[O:25][N:24]=1.C(N(CC)CC)C.COC1C=CC=C(OC)C=1C1C=CC=CC=1P(C1CCCCC1)C1CCCCC1. The catalyst class is: 160. Product: [F:19][C:13]1[CH:14]=[C:15]([F:18])[CH:16]=[CH:17][C:12]=1[N:9]1[C:10]2[C:5](=[CH:4][CH:3]=[C:2]([C:27]3[C:23]([CH3:22])=[N:24][O:25][C:26]=3[CH3:31])[N:11]=2)[C:6](=[O:21])[CH:7]=[C:8]1[CH3:20]. (6) The catalyst class is: 11. Reactant: [CH2:1]1OCCOCCOCCOCCO[CH2:2]1.[OH-].[Na+].C([C:20]([CH2:33][CH3:34])(P(O)(O)=O)/[C:21](/[CH3:28])=[C:22](\CC)/[C:23]([O-:25])=[O:24])C.[CH3:35][C:36]([CH3:50])=[CH:37][CH2:38][CH2:39]/[C:40](/[CH3:49])=[CH:41]/[CH2:42][CH2:43]/[C:44](/[CH3:48])=C/C=O. Product: [CH3:28]/[C:21](/[CH:20]=[CH:33]/[CH:34]=[C:44](\[CH3:48])/[CH2:43][CH2:42]/[CH:41]=[C:40](\[CH3:49])/[CH2:39][CH2:38][CH:37]=[C:36]([CH3:35])[CH3:50])=[CH:22]\[C:23]([O:25][CH2:1][CH3:2])=[O:24]. (7) Reactant: [F:1][C:2]([F:34])([F:33])[C:3]1[CH:4]=[C:5]([CH:26]=[C:27]([C:29]([F:32])([F:31])[F:30])[CH:28]=1)[CH2:6][N:7]([CH3:25])[C:8](=[O:24])[C:9]1[C:14]([C:15]2[CH:20]=[CH:19][CH:18]=[CH:17][C:16]=2[CH3:21])=[CH:13][C:12]([CH2:22]O)=[N:11][CH:10]=1.ClCCl.[H-].[Na+].[CH3:40][C:41]1[NH:42][CH:43]=[CH:44][N:45]=1. Product: [F:1][C:2]([F:33])([F:34])[C:3]1[CH:4]=[C:5]([CH:26]=[C:27]([C:29]([F:31])([F:30])[F:32])[CH:28]=1)[CH2:6][N:7]([CH3:25])[C:8](=[O:24])[C:9]1[C:14]([C:15]2[CH:20]=[CH:19][CH:18]=[CH:17][C:16]=2[CH3:21])=[CH:13][C:12]([CH2:22][N:42]2[CH:43]=[CH:44][N:45]=[C:41]2[CH3:40])=[N:11][CH:10]=1. The catalyst class is: 9. (8) Reactant: [CH2:1]([O:4][C:5]1[CH:14]=[CH:13][C:12]2[C:7](=[CH:8][CH:9]=[C:10]([CH:15]=[CH:16][C:17]([O:19][C:20]([CH3:23])([CH3:22])[CH3:21])=[O:18])[CH:11]=2)[CH:6]=1)[CH2:2][CH3:3].[CH2:1]([O:4][C:5]1[CH:14]=[CH:13][C:12]2[C:7](=[CH:8][CH:9]=[C:10]([CH:15]=[CH:16][C:17]([O:19][C:20]([CH3:21])([CH3:23])[CH3:22])=[O:18])[CH:11]=2)[CH:6]=1)[CH2:2][CH3:3].C(OC1C=CC2C(=CC=C(Br)C=2)C=1)CC.CCCCCC.C(OC(OC1C=CC(C2C=CC(Br)=CC=2)=CC=1)=O)(C)(C)C. Product: [CH2:1]([O:4][C:5]1[CH:14]=[CH:13][C:12]2[C:7](=[CH:8][CH:9]=[C:10]([CH:15]=[CH:16][C:17]([O:19][C:20]([CH3:21])([CH3:23])[CH3:22])=[O:18])[CH:11]=2)[CH:6]=1)[CH2:2][CH3:3]. The catalyst class is: 5. (9) Reactant: [N:1]1([CH2:10][C@@H:11]([CH3:14])[CH2:12]O)[C:9]2[C:4](=[CH:5][CH:6]=[CH:7][CH:8]=2)[CH:3]=[N:2]1.P(Br)(Br)[Br:16]. Product: [Br:16][CH2:12][C@@H:11]([CH3:14])[CH2:10][N:1]1[C:9]2[C:4](=[CH:5][CH:6]=[CH:7][CH:8]=2)[CH:3]=[N:2]1. The catalyst class is: 11.